Dataset: Catalyst prediction with 721,799 reactions and 888 catalyst types from USPTO. Task: Predict which catalyst facilitates the given reaction. The catalyst class is: 2. Reactant: [F:1][C:2]([F:20])([F:19])[S:3]([O:6][C:7]1[CH:8]=[C:9]2[C:14](=[CH:15][CH:16]=1)[CH:13]=[C:12]([CH2:17][OH:18])[CH:11]=[CH:10]2)(=[O:5])=[O:4].C1C=C[NH+]=CC=1.[O-][Cr](Cl)(=O)=O. Product: [F:19][C:2]([F:1])([F:20])[S:3]([O:6][C:7]1[CH:8]=[C:9]2[C:14](=[CH:15][CH:16]=1)[CH:13]=[C:12]([CH:17]=[O:18])[CH:11]=[CH:10]2)(=[O:4])=[O:5].